From a dataset of Full USPTO retrosynthesis dataset with 1.9M reactions from patents (1976-2016). Predict the reactants needed to synthesize the given product. (1) Given the product [CH3:32][S:33]([O:31][C:3]1[CH:4]=[CH:5][C:6]2[NH:7][C:8]([C:14]3[C:15](=[O:30])[N:16]([NH:25][CH2:26][CH:27]([CH3:29])[CH3:28])[C:17]4[C:22]([C:23]=3[OH:24])=[CH:21][CH:20]=[CH:19][CH:18]=4)=[N:9][S:10](=[O:12])(=[O:13])[C:11]=2[C:2]=1[NH2:1])(=[O:35])=[O:34], predict the reactants needed to synthesize it. The reactants are: [NH2:1][C:2]1[C:11]2[S:10](=[O:13])(=[O:12])[N:9]=[C:8]([C:14]3[C:15](=[O:30])[N:16]([NH:25][CH2:26][CH:27]([CH3:29])[CH3:28])[C:17]4[C:22]([C:23]=3[OH:24])=[CH:21][CH:20]=[CH:19][CH:18]=4)[NH:7][C:6]=2[CH:5]=[CH:4][C:3]=1[OH:31].[CH3:32][S:33](Cl)(=[O:35])=[O:34].C(N(C(C)C)CC)(C)C.O. (2) Given the product [N:17]1([S:14]([C:5]2[C:4]3[C:8](=[CH:9][CH:10]=[C:2]([O:1][CH2:30][CH2:31][CH3:32])[CH:3]=3)[NH:7][C:6]=2[C:11]([NH2:13])=[O:12])(=[O:16])=[O:15])[CH2:22][CH2:21][O:20][CH2:19][CH2:18]1, predict the reactants needed to synthesize it. The reactants are: [OH:1][C:2]1[CH:3]=[C:4]2[C:8](=[CH:9][CH:10]=1)[NH:7][C:6]([C:11]([NH2:13])=[O:12])=[C:5]2[S:14]([N:17]1[CH2:22][CH2:21][O:20][CH2:19][CH2:18]1)(=[O:16])=[O:15].C(=O)([O-])[O-].[Cs+].[Cs+].I[CH2:30][CH2:31][CH3:32].O. (3) The reactants are: [C:1]([Si:5]([O:18][CH2:19][C:20]1[O:25][CH2:24][CH2:23][CH2:22][CH:21]=1)([C:12]1[CH:17]=[CH:16][CH:15]=[CH:14][CH:13]=1)[C:6]1[CH:11]=[CH:10][CH:9]=[CH:8][CH:7]=1)([CH3:4])([CH3:3])[CH3:2].B.C1C[O:30]CC1.[OH-].[Na+].OO.[O-]S([O-])=O.[Na+].[Na+]. Given the product [Si:5]([O:18][CH2:19][CH:20]1[CH:21]([OH:30])[CH2:22][CH2:23][CH2:24][O:25]1)([C:1]([CH3:4])([CH3:2])[CH3:3])([C:6]1[CH:11]=[CH:10][CH:9]=[CH:8][CH:7]=1)[C:12]1[CH:13]=[CH:14][CH:15]=[CH:16][CH:17]=1, predict the reactants needed to synthesize it. (4) Given the product [CH3:19][O:17][C:16](=[O:18])[CH2:15][C:10]1[CH:11]=[CH:12][CH:13]=[CH:14][C:9]=1[Br:8], predict the reactants needed to synthesize it. The reactants are: C[Si](C=[N+]=[N-])(C)C.[Br:8][C:9]1[CH:14]=[CH:13][CH:12]=[CH:11][C:10]=1[CH2:15][C:16]([OH:18])=[O:17].[C:19](O)(=O)C. (5) Given the product [NH2:8][C:5]1[N:4]=[C:3]([N:9]2[C:17]3[C:12](=[CH:13][CH:14]=[C:15]([C:33]#[C:32][C:30]([C:26]4[S:25][CH:29]=[CH:28][N:27]=4)([OH:34])[CH3:31])[CH:16]=3)[CH:11]=[N:10]2)[C:2]([Cl:1])=[CH:7][N:6]=1, predict the reactants needed to synthesize it. The reactants are: [Cl:1][C:2]1[C:3]([N:9]2[C:17]3[C:12](=[CH:13][CH:14]=[C:15](I)[CH:16]=3)[CH:11]=[N:10]2)=[N:4][C:5]([NH2:8])=[N:6][CH:7]=1.N1CCCCC1.[S:25]1[CH:29]=[CH:28][N:27]=[C:26]1[C:30]([OH:34])([C:32]#[CH:33])[CH3:31]. (6) Given the product [Cl:1][C:2]1[CH:3]=[CH:4][C:5]([S:8]([N:11]([C:12]2[N:17]=[C:16]([C:18]3[CH:23]=[CH:22][C:21]([CH:24]([CH3:26])[CH3:25])=[CH:20][CH:19]=3)[CH:15]=[CH:14][N:13]=2)[CH2:28][C:29]2[NH:30][N:33]=[N:32][N:31]=2)(=[O:10])=[O:9])=[CH:6][CH:7]=1, predict the reactants needed to synthesize it. The reactants are: [Cl:1][C:2]1[CH:7]=[CH:6][C:5]([S:8]([NH:11][C:12]2[N:17]=[C:16]([C:18]3[CH:23]=[CH:22][C:21]([CH:24]([CH3:26])[CH3:25])=[CH:20][CH:19]=3)[CH:15]=[CH:14][N:13]=2)(=[O:10])=[O:9])=[CH:4][CH:3]=1.Br[CH2:28][C:29]#[N:30].[NH:31]1C=N[N:33]=[N:32]1. (7) Given the product [ClH:28].[ClH:28].[CH3:1][C@@H:2]1[CH2:7][N:6]([CH:8]2[CH2:13][CH2:12][CH2:11][CH2:10][CH:9]2[C:14]2[CH:19]=[CH:18][CH:17]=[CH:16][CH:15]=2)[CH2:5][CH2:4][N:3]1[CH2:20][C:21]([OH:23])=[O:22], predict the reactants needed to synthesize it. The reactants are: [CH3:1][C@@H:2]1[CH2:7][N:6]([CH:8]2[CH2:13][CH2:12][CH2:11][CH2:10][CH:9]2[C:14]2[CH:19]=[CH:18][CH:17]=[CH:16][CH:15]=2)[CH2:5][CH2:4][N:3]1[CH2:20][C:21]([O:23]C(C)(C)C)=[O:22].[ClH:28]. (8) Given the product [CH:1]1([N:5]2[CH2:11][CH2:10][CH2:9][N:8]([C:12]([N:14]3[CH2:15][CH:16]([O:18][C:22]4[N:27]=[CH:26][C:25]([O:30][CH3:29])=[CH:24][N:23]=4)[CH2:17]3)=[O:13])[CH2:7][CH2:6]2)[CH2:4][CH2:3][CH2:2]1, predict the reactants needed to synthesize it. The reactants are: [CH:1]1([N:5]2[CH2:11][CH2:10][CH2:9][N:8]([C:12]([N:14]3[CH2:17][CH:16]([OH:18])[CH2:15]3)=[O:13])[CH2:7][CH2:6]2)[CH2:4][CH2:3][CH2:2]1.[H-].[Na+].Cl[C:22]1[N:27]=[CH:26][C:25](F)=[CH:24][N:23]=1.[CH3:29][OH:30].